This data is from Full USPTO retrosynthesis dataset with 1.9M reactions from patents (1976-2016). The task is: Predict the reactants needed to synthesize the given product. (1) Given the product [CH2:36]([O:35][CH2:34][C:27]1[N:28]([CH2:29][CH2:30][CH2:31][O:32][CH3:33])[C:19]2[C:18]3[CH:17]=[CH:16][C:15]([N:9]4[CH:13]=[CH:12][CH:11]=[N:10]4)=[CH:24][C:23]=3[N:22]=[C:21]([NH2:25])[C:20]=2[N:26]=1)[CH3:37], predict the reactants needed to synthesize it. The reactants are: P([O-])([O-])([O-])=O.[K+].[K+].[K+].[NH:9]1[CH:13]=[CH:12][CH:11]=[N:10]1.Br[C:15]1[CH:16]=[CH:17][C:18]2[C:19]3[N:28]([CH2:29][CH2:30][CH2:31][O:32][CH3:33])[C:27]([CH2:34][O:35][CH2:36][CH3:37])=[N:26][C:20]=3[C:21]([NH2:25])=[N:22][C:23]=2[CH:24]=1.N[C@@H]1CCCC[C@H]1N. (2) Given the product [Cl:12][C:13]1[C:14](=[O:40])[N:15]([CH2:30][C:7]2[CH:6]=[CH:5][C:4]([C:3]([N:2]([CH3:11])[CH3:1])=[O:10])=[CH:9][CH:8]=2)[C:16]([CH3:29])=[CH:17][C:18]=1[O:19][CH2:20][C:21]1[CH:26]=[CH:25][C:24]([F:27])=[CH:23][C:22]=1[F:28], predict the reactants needed to synthesize it. The reactants are: [CH3:1][N:2]([CH3:11])[C:3](=[O:10])[C:4]1[CH:9]=[CH:8][CH:7]=[CH:6][CH:5]=1.[Cl:12][C:13]1[C:14](=[O:40])[N:15]([CH2:30]C2C=CC(C(O)=O)=CC=2)[C:16]([CH3:29])=[CH:17][C:18]=1[O:19][CH2:20][C:21]1[CH:26]=[CH:25][C:24]([F:27])=[CH:23][C:22]=1[F:28].ON1C2C=CC=CC=2N=N1.CN1CCOCC1.CNC.Cl.CN(C)CCCN=C=NCC. (3) Given the product [C:11]1(=[O:17])[CH:15]2[CH:14]([CH:5]3[CH2:4][CH:3]2[CH:2]=[CH:1]3)[C:13](=[O:16])[CH2:12]1, predict the reactants needed to synthesize it. The reactants are: [CH2:1]1[CH:5]2[CH:4]3[CH:3]=[CH:2][CH:1]([CH:4]2[CH:3]=[CH:2]1)[CH2:5]3.[C:11]1(=[O:17])[CH:15]=[CH:14][C:13](=[O:16])[CH2:12]1. (4) Given the product [I:1][C:2]1[CH:9]=[CH:8][C:5]([CH2:6][N:14]2[C:13](=[O:15])[C:12]3=[CH:16][CH:17]=[CH:18][CH:19]=[C:11]3[C:10]2=[O:20])=[CH:4][CH:3]=1, predict the reactants needed to synthesize it. The reactants are: [I:1][C:2]1[CH:9]=[CH:8][C:5]([CH2:6]Cl)=[CH:4][CH:3]=1.[C:10]1(=[O:20])[NH:14][C:13](=[O:15])[C:12]2=[CH:16][CH:17]=[CH:18][CH:19]=[C:11]12.[K].